From a dataset of NCI-60 drug combinations with 297,098 pairs across 59 cell lines. Regression. Given two drug SMILES strings and cell line genomic features, predict the synergy score measuring deviation from expected non-interaction effect. (1) Drug 1: CC1OCC2C(O1)C(C(C(O2)OC3C4COC(=O)C4C(C5=CC6=C(C=C35)OCO6)C7=CC(=C(C(=C7)OC)O)OC)O)O. Drug 2: CN(C(=O)NC(C=O)C(C(C(CO)O)O)O)N=O. Synergy scores: CSS=28.7, Synergy_ZIP=1.23, Synergy_Bliss=1.19, Synergy_Loewe=2.53, Synergy_HSA=2.43. Cell line: SNB-19. (2) Drug 1: C1CCC(C1)C(CC#N)N2C=C(C=N2)C3=C4C=CNC4=NC=N3. Drug 2: COC1=C2C(=CC3=C1OC=C3)C=CC(=O)O2. Cell line: T-47D. Synergy scores: CSS=-2.02, Synergy_ZIP=2.22, Synergy_Bliss=1.25, Synergy_Loewe=-3.24, Synergy_HSA=-3.88. (3) Drug 1: C1=CC(=C2C(=C1NCCNCCO)C(=O)C3=C(C=CC(=C3C2=O)O)O)NCCNCCO. Drug 2: CCN(CC)CCNC(=O)C1=C(NC(=C1C)C=C2C3=C(C=CC(=C3)F)NC2=O)C. Cell line: HCT116. Synergy scores: CSS=47.6, Synergy_ZIP=2.85, Synergy_Bliss=3.10, Synergy_Loewe=-17.8, Synergy_HSA=3.42. (4) Drug 1: CCC(=C(C1=CC=CC=C1)C2=CC=C(C=C2)OCCN(C)C)C3=CC=CC=C3.C(C(=O)O)C(CC(=O)O)(C(=O)O)O. Drug 2: CCCCCOC(=O)NC1=NC(=O)N(C=C1F)C2C(C(C(O2)C)O)O. Cell line: SK-OV-3. Synergy scores: CSS=-1.58, Synergy_ZIP=-0.617, Synergy_Bliss=-2.18, Synergy_Loewe=-2.67, Synergy_HSA=-3.45. (5) Drug 1: CC(C1=C(C=CC(=C1Cl)F)Cl)OC2=C(N=CC(=C2)C3=CN(N=C3)C4CCNCC4)N. Drug 2: CS(=O)(=O)CCNCC1=CC=C(O1)C2=CC3=C(C=C2)N=CN=C3NC4=CC(=C(C=C4)OCC5=CC(=CC=C5)F)Cl. Cell line: NCI-H460. Synergy scores: CSS=13.7, Synergy_ZIP=8.86, Synergy_Bliss=8.16, Synergy_Loewe=11.1, Synergy_HSA=9.27. (6) Drug 1: C1=CC(=CC=C1CC(C(=O)O)N)N(CCCl)CCCl.Cl. Drug 2: CC1=C(C(=CC=C1)Cl)NC(=O)C2=CN=C(S2)NC3=CC(=NC(=N3)C)N4CCN(CC4)CCO. Cell line: SN12C. Synergy scores: CSS=26.5, Synergy_ZIP=-5.62, Synergy_Bliss=3.81, Synergy_Loewe=2.24, Synergy_HSA=6.17. (7) Drug 1: CC1=C(C=C(C=C1)C(=O)NC2=CC(=CC(=C2)C(F)(F)F)N3C=C(N=C3)C)NC4=NC=CC(=N4)C5=CN=CC=C5. Drug 2: CNC(=O)C1=NC=CC(=C1)OC2=CC=C(C=C2)NC(=O)NC3=CC(=C(C=C3)Cl)C(F)(F)F. Cell line: U251. Synergy scores: CSS=12.4, Synergy_ZIP=-1.62, Synergy_Bliss=-7.52, Synergy_Loewe=-0.629, Synergy_HSA=-9.70.